From a dataset of Forward reaction prediction with 1.9M reactions from USPTO patents (1976-2016). Predict the product of the given reaction. (1) Given the reactants [CH3:1][O:2][C:3]([C:5]1[S:14][C:8]2[N:9]=[CH:10][N:11]=[C:12](Cl)[C:7]=2[C:6]=1[CH3:15])=[O:4].[F:16][C:17]1[CH:23]=[CH:22][C:20]([NH2:21])=[C:19]([O:24][C@H:25]2[CH2:29][CH2:28][O:27][CH2:26]2)[CH:18]=1, predict the reaction product. The product is: [CH3:1][O:2][C:3]([C:5]1[S:14][C:8]2[N:9]=[CH:10][N:11]=[C:12]([NH:21][C:20]3[CH:22]=[CH:23][C:17]([F:16])=[CH:18][C:19]=3[O:24][C@H:25]3[CH2:29][CH2:28][O:27][CH2:26]3)[C:7]=2[C:6]=1[CH3:15])=[O:4]. (2) Given the reactants [C:1]([OH:7])([C:3](F)(F)F)=O.C(Cl)(=O)C.BrC1[CH:18]=[CH:17][C:16]([CH2:19][C:20]([C:22]2[CH:27]=[CH:26][C:25]([O:28][CH3:29])=[CH:24][CH:23]=2)=O)=[CH:15][CH:14]=1, predict the reaction product. The product is: [CH3:29][O:28][C:25]1[CH:26]=[CH:27][C:22]([C:20]#[C:19][C:16]2[CH:17]=[CH:18][C:3]([CH:1]=[O:7])=[CH:14][CH:15]=2)=[CH:23][CH:24]=1. (3) The product is: [Cl:1][C:2]1[CH:3]=[CH:4][C:5]([C@@:8]2([CH3:34])[C@:12]([C:14]3[CH:15]=[CH:16][C:17]([Cl:20])=[CH:18][CH:19]=3)([CH3:13])[NH:11][C:10]([C:21]3[C:22]([O:31][CH2:32][CH3:33])=[CH:23][C:24]([C:27]([CH3:28])([CH3:30])[CH3:29])=[C:25]([S:44]([N:45]([CH3:47])[CH3:46])(=[O:49])=[O:48])[CH:26]=3)=[N:9]2)=[CH:6][CH:7]=1. Given the reactants [Cl:1][C:2]1[CH:7]=[CH:6][C:5]([C:8]2([CH3:34])[C:12]([C:14]3[CH:19]=[CH:18][C:17]([Cl:20])=[CH:16][CH:15]=3)([CH3:13])[NH:11][C:10]([C:21]3[CH:26]=[CH:25][C:24]([C:27]([CH3:30])([CH3:29])[CH3:28])=[CH:23][C:22]=3[O:31][CH2:32][CH3:33])=[N:9]2)=[CH:4][CH:3]=1.COC(=O)C1C=C([S:44](=[O:49])(=[O:48])[N:45]([CH3:47])[CH3:46])C(C(C)(C)C)=CC=1OCC.C[Al](C)C, predict the reaction product.